Dataset: TCR-epitope binding with 47,182 pairs between 192 epitopes and 23,139 TCRs. Task: Binary Classification. Given a T-cell receptor sequence (or CDR3 region) and an epitope sequence, predict whether binding occurs between them. (1) The epitope is QYDPVAALF. The TCR CDR3 sequence is CASKPRDSGDTQYF. Result: 1 (the TCR binds to the epitope). (2) The epitope is ILGLPTQTV. Result: 0 (the TCR does not bind to the epitope). The TCR CDR3 sequence is CASSSSDEQFF. (3) The epitope is KLSYGIATV. The TCR CDR3 sequence is CATSYGGLAGGPWIGEQFF. Result: 0 (the TCR does not bind to the epitope). (4) The epitope is KTWGQYWQV. The TCR CDR3 sequence is CASSQDPVTSGGRSYEQFF. Result: 1 (the TCR binds to the epitope). (5) The epitope is RLYYDSMSY. The TCR CDR3 sequence is CASSSRGFGNQPQHF. Result: 0 (the TCR does not bind to the epitope). (6) The epitope is SEISMDNSPNL. The TCR CDR3 sequence is CASSYSPGAYGYTF. Result: 1 (the TCR binds to the epitope). (7) The epitope is YLNTLTLAV. The TCR CDR3 sequence is CASSAGPNQPQHF. Result: 1 (the TCR binds to the epitope). (8) The epitope is HPVGEADYFEY. The TCR CDR3 sequence is CASKTEAFF. Result: 0 (the TCR does not bind to the epitope). (9) The epitope is IVTDFSVIK. The TCR CDR3 sequence is CASSEAWGATNTGELFF. Result: 1 (the TCR binds to the epitope). (10) The epitope is GTHWFVTQR. The TCR CDR3 sequence is CSVERTGELFF. Result: 0 (the TCR does not bind to the epitope).